From a dataset of Full USPTO retrosynthesis dataset with 1.9M reactions from patents (1976-2016). Predict the reactants needed to synthesize the given product. The reactants are: [F:1][C:2]([F:7])([F:6])[C:3]([OH:5])=[O:4].C(C([NH:13][C:14]1[N:22]=[C:21]([N:23]2[CH2:27][CH2:26][C@@H:25]([NH:28][C:29]([NH:31][C@@H:32]3[CH2:36][CH2:35][NH:34][CH2:33]3)=[O:30])[CH2:24]2)[N:20]=[C:19]2[C:15]=1[N:16]=[CH:17][N:18]2[C@@H:37]1[CH2:41][C@H:40]([NH:42][C:43](=[O:46])[CH2:44][CH3:45])[C@@H:39]([OH:47])[C@H:38]1[OH:48])CC)C.FC(F)(F)C(O)=O.ClC1N=C2C(N=CN2[C@@H]2C[C@H](NC(=O)CC)[C@@H](O)[C@H]2O)=C(N[CH2:79][C:80]2[C:89]3[C:84](=[CH:85][CH:86]=[CH:87][CH:88]=3)[CH:83]=[CH:82][CH:81]=2)N=1. Given the product [F:1][C:2]([F:7])([F:6])[C:3]([OH:5])=[O:4].[OH:47][C@H:39]1[C@@H:38]([OH:48])[C@H:37]([N:18]2[CH:17]=[N:16][C:15]3[C:19]2=[N:20][C:21]([N:23]2[CH2:27][CH2:26][C@@H:25]([NH:28][C:29]([NH:31][C@@H:32]4[CH2:36][CH2:35][NH:34][CH2:33]4)=[O:30])[CH2:24]2)=[N:22][C:14]=3[NH:13][CH2:79][C:80]2[C:89]3[C:84](=[CH:85][CH:86]=[CH:87][CH:88]=3)[CH:83]=[CH:82][CH:81]=2)[CH2:41][C@@H:40]1[NH:42][C:43](=[O:46])[CH2:44][CH3:45], predict the reactants needed to synthesize it.